Dataset: Forward reaction prediction with 1.9M reactions from USPTO patents (1976-2016). Task: Predict the product of the given reaction. (1) Given the reactants CO[C:3](=[O:18])[C:4]([C:6]1[CH:7]=[C:8]([O:16][CH3:17])[CH:9]=[C:10]2[C:14]=1[N:13]([CH3:15])[CH:12]=[CH:11]2)=O.[NH:19]1[C:27]2[C:22](=[CH:23][CH:24]=[CH:25][CH:26]=2)[C:21]([CH2:28][C:29]([NH2:31])=[O:30])=[CH:20]1.CC(C)([O-])C.[K+].C1COCC1, predict the reaction product. The product is: [CH3:15][N:13]1[C:14]2[C:10](=[CH:9][C:8]([O:16][CH3:17])=[CH:7][C:6]=2[C:4]2[C:3](=[O:18])[NH:31][C:29](=[O:30])[C:28]=2[C:21]2[C:22]3[C:27](=[CH:26][CH:25]=[CH:24][CH:23]=3)[NH:19][CH:20]=2)[CH:11]=[CH:12]1. (2) Given the reactants [P:1]([O-:6])([O:4][CH3:5])[O:2][CH3:3].C[O-].[Na+].[C:10]([C:13]1[CH:20]=[CH:19][CH:18]=[CH:17][C:14]=1[CH:15]=[O:16])(O)=[O:11].CS(O)(=O)=O, predict the reaction product. The product is: [O:11]=[C:10]1[C:13]2[C:14](=[CH:17][CH:18]=[CH:19][CH:20]=2)[CH:15]([P:1](=[O:6])([O:4][CH3:5])[O:2][CH3:3])[O:16]1. (3) Given the reactants [NH2:1][C:2]1[CH:7]=[CH:6][C:5]([C:8](=[O:26])[CH2:9][N:10]2[C:14](=[O:15])[C:13]([C:19]3[CH:24]=[CH:23][CH:22]=[CH:21][CH:20]=3)([CH2:16][CH2:17][CH3:18])[N:12]=[C:11]2[CH3:25])=[CH:4][CH:3]=1.[CH2:27]([CH:29]([CH2:33][CH3:34])[C:30](Cl)=[O:31])[CH3:28], predict the reaction product. The product is: [CH2:27]([CH:29]([CH2:33][CH3:34])[C:30]([NH:1][C:2]1[CH:3]=[CH:4][C:5]([C:8](=[O:26])[CH2:9][N:10]2[C:14](=[O:15])[C:13]([C:19]3[CH:24]=[CH:23][CH:22]=[CH:21][CH:20]=3)([CH2:16][CH2:17][CH3:18])[N:12]=[C:11]2[CH3:25])=[CH:6][CH:7]=1)=[O:31])[CH3:28]. (4) Given the reactants [O:1]1[CH2:5][CH2:4][C:3](=O)[CH2:2]1.OC(C(F)(F)F)=O.[CH2:14]([N:17]1[C:25]2[CH:24]=[CH:23][C:22]([C:26]([N:28]3[CH2:33][CH2:32][CH:31]([CH3:34])[CH2:30][CH2:29]3)=[O:27])=[CH:21][C:20]=2[C:19]2[CH2:35][NH:36][CH2:37][CH2:38][C:18]1=2)[CH:15]=[CH2:16], predict the reaction product. The product is: [CH2:14]([N:17]1[C:25]2[CH:24]=[CH:23][C:22]([C:26]([N:28]3[CH2:33][CH2:32][CH:31]([CH3:34])[CH2:30][CH2:29]3)=[O:27])=[CH:21][C:20]=2[C:19]2[CH2:35][N:36]([CH:3]3[CH2:4][CH2:5][O:1][CH2:2]3)[CH2:37][CH2:38][C:18]1=2)[CH:15]=[CH2:16].